From a dataset of Full USPTO retrosynthesis dataset with 1.9M reactions from patents (1976-2016). Predict the reactants needed to synthesize the given product. (1) Given the product [CH3:12][C:11]1[N:10]([CH3:9])[CH:4]=[CH:3][C:2](=[O:17])[C:1]=1[OH:7], predict the reactants needed to synthesize it. The reactants are: [C:1]1(=[O:7])O[C:4](=O)[CH2:3][CH2:2]1.N[C:9]1N=C[CH:12]=[CH:11][N:10]=1.CC(C)=[O:17]. (2) Given the product [NH2:1][C:2]1[CH:12]=[CH:11][C:5]([C:6]([OH:8])=[O:7])=[CH:4][C:3]=1[Br:13], predict the reactants needed to synthesize it. The reactants are: [NH2:1][C:2]1[CH:12]=[CH:11][C:5]([C:6]([O:8]CC)=[O:7])=[CH:4][C:3]=1[Br:13].O.[OH-].[Na+]. (3) Given the product [CH3:16][O:17][CH2:18][CH2:19][O:20][C:21]1[CH:22]=[C:23]([CH:24]=[C:25]([C:27]([F:28])([F:29])[F:30])[CH:26]=1)[NH2:31], predict the reactants needed to synthesize it. The reactants are: COC1C=C(C=C(OC2CCOC2)C=1)N.[CH3:16][O:17][CH2:18][CH2:19][O:20][C:21]1[CH:26]=[C:25]([C:27]([F:30])([F:29])[F:28])[CH:24]=[C:23]([N+:31]([O-])=O)[CH:22]=1. (4) Given the product [CH2:11]([O:18][C:19]1[CH:24]=[CH:23][C:22]([CH2:25][C:26]2[CH:2]=[C:1]([C:3]3[C:4]([NH2:10])=[N:5][CH:6]=[C:7]([F:9])[CH:8]=3)[O:28][N:27]=2)=[CH:21][CH:20]=1)[C:12]1[CH:13]=[CH:14][CH:15]=[CH:16][CH:17]=1, predict the reactants needed to synthesize it. The reactants are: [C:1]([C:3]1[C:4]([NH2:10])=[N:5][CH:6]=[C:7]([F:9])[CH:8]=1)#[CH:2].[CH2:11]([O:18][C:19]1[CH:24]=[CH:23][C:22]([CH2:25][C:26](Cl)=[N:27][OH:28])=[CH:21][CH:20]=1)[C:12]1[CH:17]=[CH:16][CH:15]=[CH:14][CH:13]=1.C(N(CC)CC)C. (5) Given the product [CH:8]1([C:11]2[C:16]([CH2:17][CH2:18][NH2:19])=[CH:15][CH:14]=[C:13]([C:22]([F:25])([F:23])[F:24])[N:12]=2)[CH2:10][CH2:9]1, predict the reactants needed to synthesize it. The reactants are: [BH4-].[Li+].Cl[Si](C)(C)C.[CH:8]1([C:11]2[C:16](/[CH:17]=[CH:18]/[N+:19]([O-])=O)=[CH:15][CH:14]=[C:13]([C:22]([F:25])([F:24])[F:23])[N:12]=2)[CH2:10][CH2:9]1. (6) Given the product [C:18]([C:21]([S:24]([C:27]([S:32]([C:35]([F:37])([F:36])[F:38])(=[O:33])=[O:34])([Mg:30][Cl:31])[Mg:28][Cl:29])(=[O:26])=[O:25])([F:23])[F:22])([C:39]([S:42]([C:45]([S:50]([C:53]([F:56])([F:55])[F:54])(=[O:51])=[O:52])([Mg:46][Cl:47])[Mg:48][Cl:49])(=[O:44])=[O:43])([F:41])[F:40])([F:20])[F:19], predict the reactants needed to synthesize it. The reactants are: FC(F)(S(F)(=O)=O)C(F)(F)C(F)(F)S(F)(=O)=O.[C:18]([C:39]([S:42]([C:45]([S:50]([C:53]([F:56])([F:55])[F:54])(=[O:52])=[O:51])([Mg:48][Cl:49])[Mg:46][Cl:47])(=[O:44])=[O:43])([F:41])[F:40])([C:21]([S:24]([C:27]([S:32]([C:35]([F:38])([F:37])[F:36])(=[O:34])=[O:33])([Mg:30][Cl:31])[Mg:28][Cl:29])(=[O:26])=[O:25])([F:23])[F:22])([F:20])[F:19].CC(C[C@@H]1NC(=O)[C@H](CCCN)NC(=O)[C@H](C(C)C)NC(=O)[C@H](CC2C=CC(O)=CC=2)NC(=O)[C@H](CCC(N)=O)NC(=O)[C@H](CC(N)=O)NC(=O)[C@@H](CC2C=CC=CC=2)NC(=O)[C@H](CC2C=CC=CC=2)NC(=O)[C@H]2N(CCC2)C(=O)[C@@H](CC2C=CC=CC=2)NC1=O)C. (7) The reactants are: [C:1]([C:3]1[CH:11]=[CH:10][C:6]([C:7]([OH:9])=O)=[C:5]([CH3:12])[CH:4]=1)#[N:2].C(Cl)(=O)C(Cl)=O.[CH2:19]([NH2:23])[CH2:20][CH2:21][CH3:22].N1C=CC=CC=1.C(=O)([O-])O.[Na+]. Given the product [CH2:19]([NH:23][C:7](=[O:9])[C:6]1[CH:10]=[CH:11][C:3]([C:1]#[N:2])=[CH:4][C:5]=1[CH3:12])[CH2:20][CH2:21][CH3:22], predict the reactants needed to synthesize it. (8) The reactants are: [C:1]([NH:4][CH2:5][CH2:6][CH2:7][CH2:8][C@@H:9]([NH2:15])[C:10]([O:12][CH2:13][CH3:14])=[O:11])(=[O:3])[CH3:2].C(OC(=O)[NH:22][C:23]1[CH:28]=[CH:27][C:26]([CH2:29][NH2:30])=[CH:25][CH:24]=1)(C)(C)C.C(N(CC)CC)C.C1C[O:42][CH2:41]C1. Given the product [C:1]([NH:4][CH2:5][CH2:6][CH2:7][CH2:8][C@@H:9]([NH:15][C:41]([NH:30][CH2:29][C:26]1[CH:25]=[CH:24][C:23]([NH2:22])=[CH:28][CH:27]=1)=[O:42])[C:10]([O:12][CH2:13][CH3:14])=[O:11])(=[O:3])[CH3:2], predict the reactants needed to synthesize it. (9) The reactants are: [C:1]1([Li])[CH:6]=[CH:5][CH:4]=[CH:3][CH:2]=1.Br[C:9]1[CH:10]=[C:11]([CH:15]2[C:20]([CH3:22])([CH3:21])[O:19][C:18]([NH:23][C@H:24]([C:35]3[CH:40]=[CH:39][CH:38]=[CH:37][CH:36]=3)[CH2:25][CH2:26][O:27][Si](C(C)(C)C)(C)C)=[N:17][S:16]2(=[O:42])=[O:41])[CH:12]=[CH:13][CH:14]=1.O.C(OCC)(=O)C. Given the product [C:9]1([C:1]2[CH:6]=[CH:5][CH:4]=[CH:3][CH:2]=2)[CH:14]=[CH:13][CH:12]=[C:11]([CH:15]2[C:20]([CH3:22])([CH3:21])[O:19][C:18]([NH:23][C@H:24]([C:35]3[CH:40]=[CH:39][CH:38]=[CH:37][CH:36]=3)[CH2:25][CH2:26][OH:27])=[N:17][S:16]2(=[O:41])=[O:42])[CH:10]=1, predict the reactants needed to synthesize it. (10) Given the product [O:33]1[CH:37]=[CH:36][C:35]([C:2]2[CH:3]=[CH:4][C:5]3[O:9][C:8]4[CH:10]=[C:11]([S:14]([NH:17][C@H:18]([C:19]([O:21][CH3:22])=[O:20])[CH:23]([CH3:25])[CH3:24])(=[O:15])=[O:16])[CH:12]=[CH:13][C:7]=4[C:6]=3[CH:26]=2)=[CH:34]1, predict the reactants needed to synthesize it. The reactants are: Br[C:2]1[CH:3]=[CH:4][C:5]2[O:9][C:8]3[CH:10]=[C:11]([S:14]([NH:17][C@@H:18]([CH:23]([CH3:25])[CH3:24])[C:19]([O:21][CH3:22])=[O:20])(=[O:16])=[O:15])[CH:12]=[CH:13][C:7]=3[C:6]=2[CH:26]=1.C([O-])([O-])=O.[K+].[K+].[O:33]1[CH:37]=[CH:36][C:35](B(O)O)=[CH:34]1.